This data is from Peptide-MHC class I binding affinity with 185,985 pairs from IEDB/IMGT. The task is: Regression. Given a peptide amino acid sequence and an MHC pseudo amino acid sequence, predict their binding affinity value. This is MHC class I binding data. (1) The peptide sequence is TGINENYAK. The MHC is HLA-A11:01 with pseudo-sequence HLA-A11:01. The binding affinity (normalized) is 0.322. (2) The peptide sequence is VLQQSTYQL. The MHC is HLA-A02:01 with pseudo-sequence HLA-A02:01. The binding affinity (normalized) is 0.625. (3) The peptide sequence is FLTGYLQL. The MHC is HLA-A02:03 with pseudo-sequence HLA-A02:03. The binding affinity (normalized) is 0.422. (4) The peptide sequence is KSLVQYIKF. The MHC is HLA-B58:01 with pseudo-sequence HLA-B58:01. The binding affinity (normalized) is 0.616. (5) The peptide sequence is FPSVRYQNI. The MHC is HLA-B51:01 with pseudo-sequence HLA-B51:01. The binding affinity (normalized) is 0.360. (6) The peptide sequence is PTPIQPQQPF. The MHC is HLA-A01:01 with pseudo-sequence HLA-A01:01. The binding affinity (normalized) is 0.00331. (7) The peptide sequence is KALGPAATL. The MHC is HLA-B35:01 with pseudo-sequence HLA-B35:01. The binding affinity (normalized) is 0. (8) The binding affinity (normalized) is 1.00. The peptide sequence is RLRRRRHPL. The MHC is BoLA-HD6 with pseudo-sequence BoLA-HD6. (9) The MHC is HLA-B48:01 with pseudo-sequence HLA-B48:01. The peptide sequence is APRRRDEEL. The binding affinity (normalized) is 0.0847.